Dataset: Peptide-MHC class I binding affinity with 185,985 pairs from IEDB/IMGT. Task: Regression. Given a peptide amino acid sequence and an MHC pseudo amino acid sequence, predict their binding affinity value. This is MHC class I binding data. (1) The MHC is HLA-A03:01 with pseudo-sequence HLA-A03:01. The binding affinity (normalized) is 0.614. The peptide sequence is CLLSHTLAY. (2) The peptide sequence is ITAALAWSL. The MHC is HLA-A02:01 with pseudo-sequence HLA-A02:01. The binding affinity (normalized) is 0.603. (3) The peptide sequence is MMFINSTCY. The MHC is HLA-A68:01 with pseudo-sequence HLA-A68:01. The binding affinity (normalized) is 0.540. (4) The peptide sequence is LSQLYRPLE. The MHC is Mamu-A70103 with pseudo-sequence Mamu-A70103. The binding affinity (normalized) is 0.303. (5) The peptide sequence is MWLSYFVASF. The MHC is HLA-A23:01 with pseudo-sequence HLA-A23:01. The binding affinity (normalized) is 1.00. (6) The peptide sequence is FASPLHVAWR. The MHC is HLA-A11:01 with pseudo-sequence HLA-A11:01. The binding affinity (normalized) is 0.0704. (7) The peptide sequence is ETQTGMHAH. The MHC is HLA-B38:01 with pseudo-sequence HLA-B38:01. The binding affinity (normalized) is 0.0847. (8) The peptide sequence is RDYVDRFFKTL. The MHC is HLA-A26:01 with pseudo-sequence HLA-A26:01. The binding affinity (normalized) is 0.0333.